Dataset: Forward reaction prediction with 1.9M reactions from USPTO patents (1976-2016). Task: Predict the product of the given reaction. (1) The product is: [Cl:14][C:15]1[CH:23]=[CH:22][C:21]([I:24])=[CH:20][C:16]=1[C:17]([C:11]1[CH:12]=[CH:13][C:8]([O:7][CH2:5][CH3:6])=[CH:9][CH:10]=1)=[O:18]. Given the reactants [Cl-].[Al+3].[Cl-].[Cl-].[CH2:5]([O:7][C:8]1[CH:13]=[CH:12][CH:11]=[CH:10][CH:9]=1)[CH3:6].[Cl:14][C:15]1[CH:23]=[CH:22][C:21]([I:24])=[CH:20][C:16]=1[C:17](Cl)=[O:18], predict the reaction product. (2) The product is: [ClH:37].[Cl:37][C:28]1[C:29]([C:33]([F:34])([F:35])[F:36])=[CH:30][CH:31]=[CH:32][C:27]=1[CH2:26][N:11]([CH2:12][CH:13]([C:20]1[CH:25]=[CH:24][CH:23]=[CH:22][CH:21]=1)[C:14]1[CH:15]=[CH:16][CH:17]=[CH:18][CH:19]=1)[CH2:10][CH2:9][CH2:8][O:7][C:6]1[CH:5]=[C:4]([CH2:3][CH2:2][NH:1][C:42]2[N:47]=[CH:46][CH:45]=[CH:44][N:43]=2)[CH:40]=[CH:39][CH:38]=1. Given the reactants [NH2:1][CH2:2][CH2:3][C:4]1[CH:5]=[C:6]([CH:38]=[CH:39][CH:40]=1)[O:7][CH2:8][CH2:9][CH2:10][N:11]([CH2:26][C:27]1[CH:32]=[CH:31][CH:30]=[C:29]([C:33]([F:36])([F:35])[F:34])[C:28]=1[Cl:37])[CH2:12][CH:13]([C:20]1[CH:25]=[CH:24][CH:23]=[CH:22][CH:21]=1)[C:14]1[CH:19]=[CH:18][CH:17]=[CH:16][CH:15]=1.Cl[C:42]1[N:47]=[CH:46][CH:45]=[CH:44][N:43]=1.C(N(CC)CC)C, predict the reaction product. (3) Given the reactants [O:1]1[C:10]2[CH:9]=[C:8]([CH2:11][N:12]([CH:20]3[CH2:25][CH2:24][N:23]([CH2:26][CH2:27][N:28]4[C:37]5[C:32](=[N:33][CH:34]=[C:35]([O:38][CH3:39])[CH:36]=5)[CH:31]=[CH:30][C:29]4=[O:40])[CH2:22][CH2:21]3)C(=O)OC(C)(C)C)[N:7]=[CH:6][C:5]=2[O:4][CH2:3][CH2:2]1.[ClH:41].C(OCC)(=O)C, predict the reaction product. The product is: [ClH:41].[O:1]1[C:10]2[CH:9]=[C:8]([CH2:11][NH:12][CH:20]3[CH2:25][CH2:24][N:23]([CH2:26][CH2:27][N:28]4[C:37]5[C:32](=[N:33][CH:34]=[C:35]([O:38][CH3:39])[CH:36]=5)[CH:31]=[CH:30][C:29]4=[O:40])[CH2:22][CH2:21]3)[N:7]=[CH:6][C:5]=2[O:4][CH2:3][CH2:2]1. (4) Given the reactants [F:1][C:2]1[C:7]([F:8])=[C:6]([NH:9][C:10]2[CH:15]=[CH:14][C:13]([I:16])=[CH:12][C:11]=2[F:17])[C:5]([NH2:18])=[CH:4][CH:3]=1.[CH2:19]([C:22]1([S:25](Cl)(=[O:27])=[O:26])[CH2:24][CH2:23]1)[CH:20]=[CH2:21], predict the reaction product. The product is: [CH2:19]([C:22]1([S:25]([NH:18][C:5]2[CH:4]=[CH:3][C:2]([F:1])=[C:7]([F:8])[C:6]=2[NH:9][C:10]2[CH:15]=[CH:14][C:13]([I:16])=[CH:12][C:11]=2[F:17])(=[O:27])=[O:26])[CH2:24][CH2:23]1)[CH:20]=[CH2:21]. (5) Given the reactants [CH2:1]([O:8][C:9]1[CH:14]=[CH:13][C:12]([C@H:15]2[CH2:20][CH2:19][N:18](C(OC(C)(C)C)=O)[CH2:17][C@@H:16]2[F:28])=[CH:11][CH:10]=1)[C:2]1[CH:7]=[CH:6][CH:5]=[CH:4][CH:3]=1.[ClH:29], predict the reaction product. The product is: [ClH:29].[CH2:1]([O:8][C:9]1[CH:14]=[CH:13][C:12]([C@H:15]2[CH2:20][CH2:19][NH:18][CH2:17][C@@H:16]2[F:28])=[CH:11][CH:10]=1)[C:2]1[CH:3]=[CH:4][CH:5]=[CH:6][CH:7]=1. (6) Given the reactants CC(C)([O-])C.[Na+].CN(C)C=O.[NH:12]1[CH:16]=[N:15][CH:14]=[N:13]1.[F:17][C:18]1[CH:23]=[C:22]([F:24])[CH:21]=[CH:20][C:19]=1[C@:25]1([CH2:32]I)[O:29][CH2:28][C@@H:27]([CH2:30][OH:31])[CH2:26]1, predict the reaction product. The product is: [N:12]1([CH2:32][C@@:25]2([C:19]3[CH:20]=[CH:21][C:22]([F:24])=[CH:23][C:18]=3[F:17])[O:29][CH2:28][C@@H:27]([CH2:30][OH:31])[CH2:26]2)[CH:16]=[N:15][CH:14]=[N:13]1. (7) Given the reactants [CH:1]1([NH:4][CH:5]([C:7]2[CH:16]=[CH:15][C:10]([C:11]([O:13][CH3:14])=[O:12])=[C:9]([O:17][CH2:18][CH2:19][CH2:20][O:21][CH3:22])[CH:8]=2)[CH3:6])[CH2:3][CH2:2]1.[C:23](O[C:23]([O:25][C:26]([CH3:29])([CH3:28])[CH3:27])=[O:24])([O:25][C:26]([CH3:29])([CH3:28])[CH3:27])=[O:24].C(N(CC)CC)C.O, predict the reaction product. The product is: [C:26]([O:25][C:23]([N:4]([CH:1]1[CH2:2][CH2:3]1)[CH:5]([C:7]1[CH:16]=[CH:15][C:10]([C:11]([O:13][CH3:14])=[O:12])=[C:9]([O:17][CH2:18][CH2:19][CH2:20][O:21][CH3:22])[CH:8]=1)[CH3:6])=[O:24])([CH3:29])([CH3:28])[CH3:27]. (8) Given the reactants Cl[C:2](OC1C=CC([N+]([O-])=O)=CC=1)=[O:3].N1C=CC=CC=1.[NH2:20][CH2:21][CH2:22][C:23]1[CH:83]=[CH:82][C:26]([CH2:27][C:28]2[C:29]([CH3:81])=[CH:30][C:31]([O:73][CH2:74][C:75]3[CH:80]=[CH:79][CH:78]=[CH:77][CH:76]=3)=[C:32]([C@@H:34]3[O:63][C@H:62]([CH2:64][O:65][CH2:66][C:67]4[CH:72]=[CH:71][CH:70]=[CH:69][CH:68]=4)[C@@H:53]([O:54][CH2:55][C:56]4[CH:61]=[CH:60][CH:59]=[CH:58][CH:57]=4)[C@H:44]([O:45][CH2:46][C:47]4[CH:52]=[CH:51][CH:50]=[CH:49][CH:48]=4)[C@H:35]3[O:36][CH2:37][C:38]3[CH:43]=[CH:42][CH:41]=[CH:40][CH:39]=3)[CH:33]=2)=[CH:25][CH:24]=1.[NH2:84][C:85]([CH3:89])([CH3:88])[CH2:86][OH:87], predict the reaction product. The product is: [CH2:37]([O:36][C@@H:35]1[C@@H:44]([O:45][CH2:46][C:47]2[CH:52]=[CH:51][CH:50]=[CH:49][CH:48]=2)[C@H:53]([O:54][CH2:55][C:56]2[CH:61]=[CH:60][CH:59]=[CH:58][CH:57]=2)[C@@H:62]([CH2:64][O:65][CH2:66][C:67]2[CH:68]=[CH:69][CH:70]=[CH:71][CH:72]=2)[O:63][C@H:34]1[C:32]1[CH:33]=[C:28]([CH2:27][C:26]2[CH:82]=[CH:83][C:23]([CH2:22][CH2:21][NH:20][C:2]([NH:84][C:85]([CH3:89])([CH3:88])[CH2:86][OH:87])=[O:3])=[CH:24][CH:25]=2)[C:29]([CH3:81])=[CH:30][C:31]=1[O:73][CH2:74][C:75]1[CH:80]=[CH:79][CH:78]=[CH:77][CH:76]=1)[C:38]1[CH:39]=[CH:40][CH:41]=[CH:42][CH:43]=1. (9) Given the reactants [S:1]1(=O)[C:5]2[CH:6]=[CH:7][CH:8]=[CH:9][C:4]=2N=C1.CC[N:13]([CH:17](C)C)C(C)C.C([O-])([O-])=[O:21].[Cs+].[Cs+].Br[CH2:27][C:28]([O:30][CH3:31])=[O:29], predict the reaction product. The product is: [O:21]=[C:17]1[C:4]2[CH:9]=[CH:8][CH:7]=[CH:6][C:5]=2[S:1][N:13]1[CH2:27][C:28]([O:30][CH3:31])=[O:29]. (10) Given the reactants [Cl:1][C:2]1[CH:3]=[C:4]([C:9]2[N:13]([CH3:14])[N:12]=[C:11]([C:15](=O)[CH3:16])[C:10]=2[OH:18])[CH:5]=[CH:6][C:7]=1[Cl:8].[N+:19]([C:22]1[CH:31]=[C:30]([C:32]([NH:34][NH2:35])=[O:33])[CH:29]=[CH:28][C:23]=1[C:24]([O:26][CH3:27])=[O:25])([O-:21])=[O:20].O.S(C1C=CC(C)=CC=1)(O)(=O)=O, predict the reaction product. The product is: [Cl:1][C:2]1[CH:3]=[C:4]([C:9]2[N:13]([CH3:14])[N:12]=[C:11]([C:15](=[N:35][NH:34][C:32]([C:30]3[CH:29]=[CH:28][C:23]([C:24]([O:26][CH3:27])=[O:25])=[C:22]([N+:19]([O-:21])=[O:20])[CH:31]=3)=[O:33])[CH3:16])[C:10]=2[OH:18])[CH:5]=[CH:6][C:7]=1[Cl:8].